Predict which catalyst facilitates the given reaction. From a dataset of Catalyst prediction with 721,799 reactions and 888 catalyst types from USPTO. (1) Reactant: C(OC([N:8]1[CH2:13][CH2:12][CH:11]([NH:14][C:15]2[CH:20]=[CH:19][CH:18]=[CH:17][C:16]=2[O:21][CH3:22])[CH2:10][CH2:9]1)=O)(C)(C)C.Cl. Product: [CH3:22][O:21][C:16]1[CH:17]=[CH:18][CH:19]=[CH:20][C:15]=1[NH:14][CH:11]1[CH2:12][CH2:13][NH:8][CH2:9][CH2:10]1. The catalyst class is: 125. (2) Reactant: [H-].[Na+].[CH:3]1([CH2:9][N:10]2[C:14]3[CH:15]=[CH:16][C:17]([NH:19][C:20](=[O:22])[CH3:21])=[CH:18][C:13]=3[N:12]=[C:11]2[C:23]([CH3:26])([CH3:25])[CH3:24])[CH2:8][CH2:7][CH2:6][CH2:5][CH2:4]1.I[CH3:28]. Product: [CH:3]1([CH2:9][N:10]2[C:14]3[CH:15]=[CH:16][C:17]([N:19]([CH3:28])[C:20](=[O:22])[CH3:21])=[CH:18][C:13]=3[N:12]=[C:11]2[C:23]([CH3:26])([CH3:25])[CH3:24])[CH2:4][CH2:5][CH2:6][CH2:7][CH2:8]1. The catalyst class is: 1. (3) Reactant: [Cl:1][C:2]1[CH:12]=[CH:11][CH:10]=[C:9]([Cl:13])[C:3]=1[C:4]([N:6]=[C:7]=[O:8])=[O:5].[CH3:14][O:15][C:16]1[CH:17]=[C:18]([NH:26][NH:27][C:28]([O:30][C:31]([CH3:34])([CH3:33])[CH3:32])=[O:29])[CH:19]=[CH:20][C:21]=1[C:22]([O:24][CH3:25])=[O:23]. Product: [Cl:1][C:2]1[CH:12]=[CH:11][CH:10]=[C:9]([Cl:13])[C:3]=1[C:4]([NH:6][C:7]([N:26]([C:18]1[CH:19]=[CH:20][C:21]([C:22]([O:24][CH3:25])=[O:23])=[C:16]([O:15][CH3:14])[CH:17]=1)[NH:27][C:28]([O:30][C:31]([CH3:34])([CH3:33])[CH3:32])=[O:29])=[O:8])=[O:5]. The catalyst class is: 2.